From a dataset of Full USPTO retrosynthesis dataset with 1.9M reactions from patents (1976-2016). Predict the reactants needed to synthesize the given product. (1) Given the product [CH3:1][C:2]1[N:3]=[C:4]2[C:13]3[CH2:12][CH:11]([C:14]4[CH:15]=[CH:16][CH:17]=[CH:18][CH:19]=4)[CH2:10][CH2:9][C:8]=3[C:7]([C:20]([N:33]3[CH2:34][CH2:39][CH2:38][CH2:37]3)=[O:21])=[CH:6][N:5]2[C:23]=1[CH3:24], predict the reactants needed to synthesize it. The reactants are: [CH3:1][C:2]1[N:3]=[C:4]2[C:13]3[CH2:12][CH:11]([C:14]4[CH:19]=[CH:18][CH:17]=[CH:16][CH:15]=4)[CH2:10][CH2:9][C:8]=3[C:7]([C:20](O)=[O:21])=[CH:6][N:5]2[C:23]=1[CH3:24].CN(C(O[N:33]1N=NC2C=[CH:37][CH:38]=[CH:39][C:34]1=2)=[N+](C)C)C.[B-](F)(F)(F)F.N1CCCC1.[Cl-].[NH4+]. (2) Given the product [F:49][C:18]([F:17])([F:48])[C:19]1[CH:20]=[C:21]([CH:41]=[C:42]([C:44]([F:45])([F:46])[F:47])[CH:43]=1)[CH2:22][N:23]([CH3:40])[C:24]([C@@H:26]1[CH2:31][CH2:30][N:29]([C:6](=[O:8])[C:2]([CH3:1])([CH3:9])[C:3]([OH:5])=[O:4])[CH2:28][C@H:27]1[C:32]1[CH:37]=[CH:36][C:35]([F:38])=[CH:34][C:33]=1[CH3:39])=[O:25], predict the reactants needed to synthesize it. The reactants are: [CH3:1][C:2]([CH3:9])([C:6]([OH:8])=O)[C:3]([OH:5])=[O:4].C(Cl)(=O)C(Cl)=O.Cl.[F:17][C:18]([F:49])([F:48])[C:19]1[CH:20]=[C:21]([CH:41]=[C:42]([C:44]([F:47])([F:46])[F:45])[CH:43]=1)[CH2:22][N:23]([CH3:40])[C:24]([C@@H:26]1[CH2:31][CH2:30][NH:29][CH2:28][C@H:27]1[C:32]1[CH:37]=[CH:36][C:35]([F:38])=[CH:34][C:33]=1[CH3:39])=[O:25].CCN(C(C)C)C(C)C.Cl. (3) Given the product [CH3:1][N:2]1[CH2:6][CH2:5][CH2:4][C@H:3]1[CH2:7][O:8][C:9]1[CH:16]=[CH:15][C:14]([C:17]([F:20])([F:19])[F:18])=[CH:13][C:10]=1[C:11]([OH:22])=[O:21], predict the reactants needed to synthesize it. The reactants are: [CH3:1][N:2]1[CH2:6][CH2:5][CH2:4][C@H:3]1[CH2:7][O:8][C:9]1[CH:16]=[CH:15][C:14]([C:17]([F:20])([F:19])[F:18])=[CH:13][C:10]=1[C:11]#N.[OH2:21].[OH-:22].[Na+].OO. (4) Given the product [C:13]([C:2]1[CH:3]=[N:4][C:5]([C:8]([O:10][CH3:11])=[O:9])=[N:6][CH:7]=1)#[N:14], predict the reactants needed to synthesize it. The reactants are: Br[C:2]1[CH:3]=[N:4][C:5]([C:8]([O:10][CH3:11])=[O:9])=[N:6][CH:7]=1.[Cu][C:13]#[N:14]. (5) The reactants are: C(OC(=O)[NH:7][C:8]1[CH:13]=[C:12]([NH:14][CH2:15][CH:16]([CH3:18])[CH3:17])[C:11]([Cl:19])=[CH:10][C:9]=1[NH:20][C:21](=[O:38])[CH2:22][C:23]([C:25]1[CH:30]=[CH:29][CH:28]=[C:27]([C:31]2[CH:36]=[CH:35][N:34]=[C:33]([CH3:37])[CH:32]=2)[CH:26]=1)=O)(C)(C)C.C(O)(C(F)(F)F)=O. Given the product [Cl:19][C:11]1[C:12]([NH:14][CH2:15][CH:16]([CH3:18])[CH3:17])=[CH:13][C:8]2[N:7]=[C:23]([C:25]3[CH:30]=[CH:29][CH:28]=[C:27]([C:31]4[CH:36]=[CH:35][N:34]=[C:33]([CH3:37])[CH:32]=4)[CH:26]=3)[CH2:22][C:21](=[O:38])[NH:20][C:9]=2[CH:10]=1, predict the reactants needed to synthesize it. (6) Given the product [CH3:1][O:2][C:3]1[CH:8]=[C:7]([O:9][CH2:10][C:11]2[S:15][C:14]([C:16]3[CH:21]=[CH:20][C:19]([C:22]([F:23])([F:25])[F:24])=[CH:18][CH:17]=3)=[N:13][C:12]=2[CH2:26][N:27]2[CH2:32][CH2:31][S:30](=[O:41])[CH2:29][CH2:28]2)[CH:6]=[CH:5][C:4]=1[C:33]1[NH:37][C:36](=[O:38])[O:35][N:34]=1, predict the reactants needed to synthesize it. The reactants are: [CH3:1][O:2][C:3]1[CH:8]=[C:7]([O:9][CH2:10][C:11]2[S:15][C:14]([C:16]3[CH:21]=[CH:20][C:19]([C:22]([F:25])([F:24])[F:23])=[CH:18][CH:17]=3)=[N:13][C:12]=2[CH2:26][N:27]2[CH2:32][CH2:31][S:30][CH2:29][CH2:28]2)[CH:6]=[CH:5][C:4]=1[C:33]1[NH:37][C:36](=[O:38])[O:35][N:34]=1.Cl.C[OH:41]. (7) The reactants are: [CH3:1][N:2]1[CH2:15][CH2:14][C:5]2[NH:6][C:7]3[CH:8]=[CH:9][C:10]([CH3:13])=[CH:11][C:12]=3[C:4]=2[CH2:3]1.[CH:16]1([C:19]2[CH:24]=[CH:23][C:22]([CH:25]=[CH2:26])=[CH:21][N:20]=2)[CH2:18][CH2:17]1.[OH-].[K+]. Given the product [CH:16]1([C:19]2[N:20]=[CH:21][C:22]([CH2:25][CH2:26][N:6]3[C:7]4[CH:8]=[CH:9][C:10]([CH3:13])=[CH:11][C:12]=4[C:4]4[CH2:3][N:2]([CH3:1])[CH2:15][CH2:14][C:5]3=4)=[CH:23][CH:24]=2)[CH2:18][CH2:17]1, predict the reactants needed to synthesize it.